This data is from Reaction yield outcomes from USPTO patents with 853,638 reactions. The task is: Predict the reaction yield, written as a fraction of the theoretical maximum amount of product (1.0 means a 100% yield; for example, 0.34 means a 34% yield). (1) The reactants are [CH3:1][O:2][C:3]1[CH:4]=[C:5]([C:13]2[CH:18]=[CH:17][C:16]([N+:19]([O-])=O)=[CH:15][CH:14]=2)[CH:6]=[CH:7][C:8]=1[C:9]([O:11][CH3:12])=[O:10].Cl. The catalyst is C(O)C.[Fe]. The product is [NH2:19][C:16]1[CH:15]=[CH:14][C:13]([C:5]2[CH:6]=[CH:7][C:8]([C:9]([O:11][CH3:12])=[O:10])=[C:3]([O:2][CH3:1])[CH:4]=2)=[CH:18][CH:17]=1. The yield is 1.00. (2) The reactants are [Br:1][C:2]1[N:7]2[CH:8]=[C:9]([CH:11]=[O:12])[N:10]=[C:6]2[CH:5]=[CH:4][CH:3]=1.[BH4-].[Na+]. The catalyst is CO. The product is [Br:1][C:2]1[N:7]2[CH:8]=[C:9]([CH2:11][OH:12])[N:10]=[C:6]2[CH:5]=[CH:4][CH:3]=1. The yield is 0.880. (3) The reactants are [Cl:1][CH2:2][CH2:3][CH2:4][Si:5](Cl)(Cl)Cl.[CH2:9]([Mg]Cl)[C:10](=[CH2:12])[CH3:11]. The catalyst is C1COCC1. The product is [Cl:1][CH2:2][CH2:3][CH2:4][Si:5]([CH2:11][C:10](=[CH2:9])[CH3:12])([CH2:12][C:10](=[CH2:11])[CH3:9])[CH2:9][C:10](=[CH2:12])[CH3:11]. The yield is 0.970. (4) The product is [Br:1][C:2]1[CH:3]=[C:4]([CH:9]=[C:10]([C:12]#[N:13])[CH:11]=1)[C:5]([O:7][CH3:8])=[O:6]. The catalyst is O=P(Cl)(Cl)Cl. The yield is 0.960. The reactants are [Br:1][C:2]1[CH:3]=[C:4]([CH:9]=[C:10]([C:12](=O)[NH2:13])[CH:11]=1)[C:5]([O:7][CH3:8])=[O:6].